From a dataset of Forward reaction prediction with 1.9M reactions from USPTO patents (1976-2016). Predict the product of the given reaction. (1) Given the reactants C[O:2][C:3]1[CH:8]=[CH:7][C:6]([N:9]2[C:17]3[C:12](=[CH:13][CH:14]=[CH:15][CH:16]=3)[C:11]([S:18]([CH3:21])(=[O:20])=[O:19])=[C:10]2[C:22]2[C:23]([CH3:28])=[N:24][O:25][C:26]=2[CH3:27])=[CH:5][CH:4]=1.B(Br)(Br)Br.O.CCOC(C)=O, predict the reaction product. The product is: [CH3:28][C:23]1[C:22]([C:10]2[N:9]([C:6]3[CH:5]=[CH:4][C:3]([OH:2])=[CH:8][CH:7]=3)[C:17]3[C:12]([C:11]=2[S:18]([CH3:21])(=[O:20])=[O:19])=[CH:13][CH:14]=[CH:15][CH:16]=3)=[C:26]([CH3:27])[O:25][N:24]=1. (2) Given the reactants Cl.[Cl:2][CH2:3][C:4]1[N:5]=[C:6]2[N:11]=[C:10]([CH3:12])[CH:9]=[C:8]([CH3:13])[N:7]2[CH:14]=1.N12CCCN=C1CCCCC2.[C:26]1([P:32]([C:39]2[CH:44]=[CH:43][CH:42]=[CH:41][CH:40]=2)[C:33]2[CH:38]=[CH:37][CH:36]=[CH:35][CH:34]=2)[CH:31]=[CH:30][CH:29]=[CH:28][CH:27]=1, predict the reaction product. The product is: [Cl-:2].[CH3:13][C:8]1[N:7]2[CH:14]=[C:4]([CH2:3][P+:32]([C:33]3[CH:34]=[CH:35][CH:36]=[CH:37][CH:38]=3)([C:39]3[CH:44]=[CH:43][CH:42]=[CH:41][CH:40]=3)[C:26]3[CH:27]=[CH:28][CH:29]=[CH:30][CH:31]=3)[N:5]=[C:6]2[N:11]=[C:10]([CH3:12])[CH:9]=1. (3) Given the reactants [F:1][C:2]([F:36])([F:35])[C:3]1[CH:4]=[C:5]([S:9]([C:12]2[CH:20]=[CH:19][C:18]3[N:17]([CH3:21])[C:16]4[CH2:22][CH:23]5[NH:27][CH:26]([C:15]=4[C:14]=3[C:13]=2C(OC(C)(C)C)=O)[CH2:25][CH2:24]5)(=[O:11])=[O:10])[CH:6]=[CH:7][CH:8]=1.[C:37]([OH:43])([C:39]([F:42])([F:41])[F:40])=[O:38], predict the reaction product. The product is: [F:40][C:39]([F:42])([F:41])[C:37]([OH:43])=[O:38].[F:35][C:2]([F:1])([F:36])[C:3]1[CH:4]=[C:5]([S:9]([C:12]2[CH:13]=[C:14]3[C:18](=[CH:19][CH:20]=2)[N:17]([CH3:21])[C:16]2[CH2:22][CH:23]4[NH:27][CH:26]([C:15]3=2)[CH2:25][CH2:24]4)(=[O:10])=[O:11])[CH:6]=[CH:7][CH:8]=1. (4) Given the reactants C[O:2][C:3](=[O:25])[C:4]1[CH:9]=[C:8]([Cl:10])[CH:7]=[CH:6][C:5]=1[NH:11][S:12]([C:15]1[CH:20]=[CH:19][C:18]([C:21]([CH3:24])([CH3:23])[CH3:22])=[CH:17][CH:16]=1)(=[O:14])=[O:13].[Li+].[OH-], predict the reaction product. The product is: [C:21]([C:18]1[CH:17]=[CH:16][C:15]([S:12]([NH:11][C:5]2[CH:6]=[CH:7][C:8]([Cl:10])=[CH:9][C:4]=2[C:3]([OH:25])=[O:2])(=[O:14])=[O:13])=[CH:20][CH:19]=1)([CH3:24])([CH3:22])[CH3:23]. (5) Given the reactants [CH3:1][O:2][C:3]1[N:8]=[CH:7][C:6]([C:9]2[N:17]3[C:12]([CH:13]=[N:14][C:15](OS(C(F)(F)F)(=O)=O)=[N:16]3)=[CH:11][CH:10]=2)=[CH:5][CH:4]=1.[NH2:26][C:27]1[CH:28]=[C:29]2[C:33](=[CH:34][CH:35]=1)[CH2:32][N:31]([CH2:36][C:37]([NH2:39])=[O:38])[CH2:30]2, predict the reaction product. The product is: [CH3:1][O:2][C:3]1[N:8]=[CH:7][C:6]([C:9]2[N:17]3[C:12]([CH:13]=[N:14][C:15]([NH:26][C:27]4[CH:28]=[C:29]5[C:33](=[CH:34][CH:35]=4)[CH2:32][N:31]([CH2:36][C:37]([NH2:39])=[O:38])[CH2:30]5)=[N:16]3)=[CH:11][CH:10]=2)=[CH:5][CH:4]=1. (6) Given the reactants [NH2:1][C:2]1[C:11]2[C:6](=[C:7](I)[CH:8]=[CH:9][CH:10]=2)[N:5]=[N:4][C:3]=1[C:13]([NH:15][CH2:16][CH2:17][CH3:18])=[O:14].C[Sn](C)(C)[C:21]1[CH:22]=[N:23][CH:24]=[C:25]([C:27]([N:29]2[CH2:32][CH2:31][CH2:30]2)=[O:28])[CH:26]=1, predict the reaction product. The product is: [NH2:1][C:2]1[C:11]2[C:6](=[C:7]([C:21]3[CH:22]=[N:23][CH:24]=[C:25]([C:27]([N:29]4[CH2:30][CH2:31][CH2:32]4)=[O:28])[CH:26]=3)[CH:8]=[CH:9][CH:10]=2)[N:5]=[N:4][C:3]=1[C:13]([NH:15][CH2:16][CH2:17][CH3:18])=[O:14]. (7) Given the reactants [CH3:1][C:2]1C(C2C=C3C(=CC=2)C=C(CCOS(C)(=O)=O)C=C3)=CC=C(C)[N:3]=1.[CH3:26][C:27]1[C:32]([C:33]2[CH:34]=[C:35]3[C:40](=[CH:41][CH:42]=2)[CH:39]=[C:38]([CH2:43][CH2:44][OH:45])[CH:37]=[CH:36]3)=[CH:31][CH:30]=C(C)N=1, predict the reaction product. The product is: [OH:45][CH2:44][CH2:43][C:38]1[CH:37]=[C:36]2[C:41](=[CH:40][CH:39]=1)[CH:42]=[C:33]([C:32]1[CH:31]=[CH:30][C:1]([C:2]#[N:3])=[CH:26][CH:27]=1)[CH:34]=[CH:35]2. (8) Given the reactants [F:1][C:2]1[CH:20]=[CH:19][C:5]([C:6]([C:12]2[CH:17]=[CH:16][C:15]([F:18])=[CH:14][CH:13]=2)([OH:11])[C:7]([O:9][CH3:10])=[O:8])=[CH:4][CH:3]=1.[C@@:21]12(O)[N:28](C)[C@@H:25]([CH2:26][CH2:27]1)[CH2:24][CH:23]=[CH:22]2.[Na], predict the reaction product. The product is: [F:1][C:2]1[CH:20]=[CH:19][C:5]([C:6]([C:12]2[CH:17]=[CH:16][C:15]([F:18])=[CH:14][CH:13]=2)([OH:11])[C:7]([O:9][C@@:10]23[N:28]([CH3:21])[C@@H:25]([CH2:26][CH2:27]2)[CH2:24][CH:23]=[CH:22]3)=[O:8])=[CH:4][CH:3]=1. (9) Given the reactants P([O-])([O-])([O-])=O.[K+].[K+].[K+].[Mg+2].[Cl-].[Cl-].[Cl:12][CH2:13][C:14]([C:16]1[CH:21]=[CH:20][CH:19]=[C:18]([Cl:22])[CH:17]=1)=[O:15].C1N=C(N)C2N=CN([C@@H]3O[C@H](COP(OP(OC[C@H]4O[C@@H](N5C=C(C(N)=O)CC=C5)[C@H](O)[C@@H]4O)(O)=O)(O)=O)[C@@H](O)[C@H]3O)C=2N=1, predict the reaction product. The product is: [Cl:12][CH2:13][C@@H:14]([C:16]1[CH:21]=[CH:20][CH:19]=[C:18]([Cl:22])[CH:17]=1)[OH:15]. (10) Given the reactants [H-].[Al+3].[Li+].[H-].[H-].[H-].[CH2:7]([O:14][C:15]1[CH:19]=[C:18]([C:20](OC)=[O:21])[N:17]([CH:24]([CH3:26])[CH3:25])[N:16]=1)[C:8]1[CH:13]=[CH:12][CH:11]=[CH:10][CH:9]=1.CC(C)=O, predict the reaction product. The product is: [CH2:7]([O:14][C:15]1[CH:19]=[C:18]([CH2:20][OH:21])[N:17]([CH:24]([CH3:26])[CH3:25])[N:16]=1)[C:8]1[CH:9]=[CH:10][CH:11]=[CH:12][CH:13]=1.